Dataset: Reaction yield outcomes from USPTO patents with 853,638 reactions. Task: Predict the reaction yield, written as a fraction of the theoretical maximum amount of product (1.0 means a 100% yield; for example, 0.34 means a 34% yield). (1) The reactants are C(O)(C(F)(F)F)=O.[S:8]([O-:39])([O:11][N:12]1[C:18](=[O:19])[N:17]2[CH2:20][C@H:13]1[CH2:14][CH2:15][C@H:16]2[C:21]1[S:22][C:23]([CH:26]2[CH2:31][CH2:30][N:29](C(OC(C)(C)C)=O)[CH2:28][CH2:27]2)=[N:24][N:25]=1)(=[O:10])=[O:9].[Na+]. The catalyst is C(Cl)Cl.CCOCC. The product is [S:8]([OH:39])([O:11][N:12]1[C:18](=[O:19])[N:17]2[CH2:20][C@H:13]1[CH2:14][CH2:15][C@H:16]2[C:21]1[S:22][C:23]([CH:26]2[CH2:31][CH2:30][NH:29][CH2:28][CH2:27]2)=[N:24][N:25]=1)(=[O:9])=[O:10]. The yield is 0.250. (2) The reactants are [Br:1][C:2]1[C:3]([N:21]=[CH:22][NH:23]O)=[N:4][C:5]([N:8]2[CH2:13][CH2:12][N:11](C(OC(C)(C)C)=O)[CH2:10][CH2:9]2)=[N:6][CH:7]=1. The catalyst is [OH-].[K+]. The product is [Br:1][C:2]1[C:3]2[N:4]([N:23]=[CH:22][N:21]=2)[C:5]([N:8]2[CH2:13][CH2:12][NH:11][CH2:10][CH2:9]2)=[N:6][CH:7]=1. The yield is 0.390. (3) The reactants are [C:1]([NH:5][S:6]([C:9]1[C:10]([C:15]2[CH:20]=[CH:19][C:18]([C:21]3[CH:26]=[N:25][C:24]([N:27](S(C)(=O)=O)[S:28]([CH3:31])(=[O:30])=[O:29])=[CH:23][N:22]=3)=[C:17]([F:36])[CH:16]=2)=[CH:11][CH:12]=[CH:13][CH:14]=1)(=[O:8])=[O:7])([CH3:4])([CH3:3])[CH3:2].[OH-].[Na+]. The catalyst is CS(C)=O. The product is [C:1]([NH:5][S:6]([C:9]1[C:10]([C:15]2[CH:20]=[CH:19][C:18]([C:21]3[CH:26]=[N:25][C:24]([NH:27][S:28]([CH3:31])(=[O:30])=[O:29])=[CH:23][N:22]=3)=[C:17]([F:36])[CH:16]=2)=[CH:11][CH:12]=[CH:13][CH:14]=1)(=[O:7])=[O:8])([CH3:4])([CH3:3])[CH3:2]. The yield is 0.860.